This data is from NCI-60 drug combinations with 297,098 pairs across 59 cell lines. The task is: Regression. Given two drug SMILES strings and cell line genomic features, predict the synergy score measuring deviation from expected non-interaction effect. (1) Drug 1: C1=NC(=NC(=O)N1C2C(C(C(O2)CO)O)O)N. Drug 2: CC(C)(C#N)C1=CC(=CC(=C1)CN2C=NC=N2)C(C)(C)C#N. Cell line: OVCAR-8. Synergy scores: CSS=-0.939, Synergy_ZIP=-0.0920, Synergy_Bliss=-1.25, Synergy_Loewe=-1.68, Synergy_HSA=-2.64. (2) Drug 1: COC1=CC(=CC(=C1O)OC)C2C3C(COC3=O)C(C4=CC5=C(C=C24)OCO5)OC6C(C(C7C(O6)COC(O7)C8=CC=CS8)O)O. Drug 2: CN(CCCl)CCCl.Cl. Cell line: DU-145. Synergy scores: CSS=46.0, Synergy_ZIP=-1.65, Synergy_Bliss=0.907, Synergy_Loewe=-9.19, Synergy_HSA=1.64. (3) Synergy scores: CSS=15.7, Synergy_ZIP=-4.68, Synergy_Bliss=-0.738, Synergy_Loewe=-0.566, Synergy_HSA=0.276. Drug 1: CC1=CC=C(C=C1)C2=CC(=NN2C3=CC=C(C=C3)S(=O)(=O)N)C(F)(F)F. Drug 2: C1CC(C1)(C(=O)O)C(=O)O.[NH2-].[NH2-].[Pt+2]. Cell line: HOP-92. (4) Drug 1: CC1=CC=C(C=C1)C2=CC(=NN2C3=CC=C(C=C3)S(=O)(=O)N)C(F)(F)F. Drug 2: CC1=C2C(C(=O)C3(C(CC4C(C3C(C(C2(C)C)(CC1OC(=O)C(C(C5=CC=CC=C5)NC(=O)OC(C)(C)C)O)O)OC(=O)C6=CC=CC=C6)(CO4)OC(=O)C)O)C)O. Cell line: OVCAR-8. Synergy scores: CSS=26.4, Synergy_ZIP=9.26, Synergy_Bliss=12.9, Synergy_Loewe=7.20, Synergy_HSA=5.84. (5) Drug 1: CC1=CC=C(C=C1)C2=CC(=NN2C3=CC=C(C=C3)S(=O)(=O)N)C(F)(F)F. Drug 2: CC1=C(N=C(N=C1N)C(CC(=O)N)NCC(C(=O)N)N)C(=O)NC(C(C2=CN=CN2)OC3C(C(C(C(O3)CO)O)O)OC4C(C(C(C(O4)CO)O)OC(=O)N)O)C(=O)NC(C)C(C(C)C(=O)NC(C(C)O)C(=O)NCCC5=NC(=CS5)C6=NC(=CS6)C(=O)NCCC[S+](C)C)O. Cell line: SK-MEL-28. Synergy scores: CSS=-4.37, Synergy_ZIP=0.175, Synergy_Bliss=-2.35, Synergy_Loewe=-6.45, Synergy_HSA=-3.88. (6) Drug 1: CC=C1C(=O)NC(C(=O)OC2CC(=O)NC(C(=O)NC(CSSCCC=C2)C(=O)N1)C(C)C)C(C)C. Drug 2: CC1C(C(CC(O1)OC2CC(CC3=C2C(=C4C(=C3O)C(=O)C5=C(C4=O)C(=CC=C5)OC)O)(C(=O)CO)O)N)O.Cl. Cell line: MDA-MB-231. Synergy scores: CSS=59.0, Synergy_ZIP=-2.72, Synergy_Bliss=-2.77, Synergy_Loewe=-2.24, Synergy_HSA=-0.162. (7) Drug 1: C(=O)(N)NO. Drug 2: CCN(CC)CCCC(C)NC1=C2C=C(C=CC2=NC3=C1C=CC(=C3)Cl)OC. Cell line: RPMI-8226. Synergy scores: CSS=21.5, Synergy_ZIP=-2.22, Synergy_Bliss=-3.97, Synergy_Loewe=-9.87, Synergy_HSA=-3.18.